From a dataset of Reaction yield outcomes from USPTO patents with 853,638 reactions. Predict the reaction yield, written as a fraction of the theoretical maximum amount of product (1.0 means a 100% yield; for example, 0.34 means a 34% yield). The reactants are [C:1]([OH:5])(=O)[CH2:2][OH:3].[NH2:6][CH2:7][CH2:8][O:9][C:10]1[CH:19]=[CH:18][CH:17]=[C:16]2[C:11]=1[C:12]([NH:20][C:21]1[CH:26]=[CH:25][C:24]([O:27][CH2:28][C:29]3[CH:34]=[CH:33][CH:32]=[CH:31][N:30]=3)=[C:23]([Cl:35])[CH:22]=1)=[N:13][CH:14]=[N:15]2. No catalyst specified. The product is [Cl:35][C:23]1[CH:22]=[C:21]([NH:20][C:12]2[C:11]3[C:16](=[CH:17][CH:18]=[CH:19][C:10]=3[O:9][CH2:8][CH2:7][NH:6][C:1](=[O:5])[CH2:2][OH:3])[N:15]=[CH:14][N:13]=2)[CH:26]=[CH:25][C:24]=1[O:27][CH2:28][C:29]1[CH:34]=[CH:33][CH:32]=[CH:31][N:30]=1. The yield is 0.600.